From a dataset of Full USPTO retrosynthesis dataset with 1.9M reactions from patents (1976-2016). Predict the reactants needed to synthesize the given product. (1) Given the product [F:47][C:45]1[CH:44]=[CH:43][C:17]([CH2:18][NH:19][C:20]([C:22]2[N:23]=[C:24]3[N:29]([C:30](=[O:40])[C:31]=2[O:32][CH2:33][C:34]2[CH:39]=[CH:38][CH:37]=[CH:36][CH:35]=2)[CH2:28][CH2:27][O:26][C:25]3([CH3:42])[CH3:41])=[O:21])=[C:16]([N:11]2[C:12](=[O:15])[CH2:13][CH2:14][C@@H:10]2[CH2:9][OH:8])[CH:46]=1, predict the reactants needed to synthesize it. The reactants are: [Si]([O:8][CH2:9][C@H:10]1[CH2:14][CH2:13][C:12](=[O:15])[N:11]1[C:16]1[CH:46]=[C:45]([F:47])[CH:44]=[CH:43][C:17]=1[CH2:18][NH:19][C:20]([C:22]1[N:23]=[C:24]2[N:29]([C:30](=[O:40])[C:31]=1[O:32][CH2:33][C:34]1[CH:39]=[CH:38][CH:37]=[CH:36][CH:35]=1)[CH2:28][CH2:27][O:26][C:25]2([CH3:42])[CH3:41])=[O:21])(C(C)(C)C)(C)C.[F-].C([N+](CCCC)(CCCC)CCCC)CCC.C([O-])(O)=O.[Na+]. (2) Given the product [F:36][C:21]([F:20])([F:35])[C:22]([N:24]1[CH2:29][C:28]2([CH2:34][CH2:33][N:32]([CH2:2][C:3]3[CH:4]=[C:5]([CH2:10][CH2:11][OH:12])[CH:6]=[C:7]([F:9])[CH:8]=3)[CH2:31][CH2:30]2)[O:27][CH2:26][CH2:25]1)=[O:23], predict the reactants needed to synthesize it. The reactants are: Br[CH2:2][C:3]1[CH:4]=[C:5]([CH2:10][CH2:11][OH:12])[CH:6]=[C:7]([F:9])[CH:8]=1.FC(F)(F)C(O)=O.[F:20][C:21]([F:36])([F:35])[C:22]([N:24]1[CH2:29][C:28]2([CH2:34][CH2:33][NH:32][CH2:31][CH2:30]2)[O:27][CH2:26][CH2:25]1)=[O:23].C(N(CC)CC)C. (3) Given the product [OH:7][CH2:5][C:4]1([CH3:3])[CH2:9][CH:10]2[CH:11]([CH3:2])[CH:5]=[C:4]([CH3:9])[C:3]([CH3:2])=[C:12]2[O:15]1, predict the reactants needed to synthesize it. The reactants are: Cl[C:2]1[CH:3]=[C:4]([CH:9]=[CH:10][CH:11]=1)[C:5]([O:7]O)=O.[C:12](=[O:15])([O-])O.[Na+]. (4) Given the product [O:1]=[C:2]1[N:10]([CH2:11][CH2:12][CH3:13])[C:9]2[N:8]=[C:7]([C:14]34[CH2:21][CH2:20][C:17]([CH2:22][CH2:23][C:24]([NH2:26])=[O:25])([CH2:18][CH2:19]3)[CH2:16][CH2:15]4)[NH:6][C:5]=2[C:4](=[O:32])[N:3]1[CH2:33][CH2:34][CH3:35], predict the reactants needed to synthesize it. The reactants are: [O:1]=[C:2]1[N:10]([CH2:11][CH2:12][CH3:13])[C:9]2[N:8]=[C:7]([C:14]34[CH2:21][CH2:20][C:17]([CH2:22][CH2:23][C:24]([NH:26]C5NN=NN=5)=[O:25])([CH2:18][CH2:19]3)[CH2:16][CH2:15]4)[NH:6][C:5]=2[C:4](=[O:32])[N:3]1[CH2:33][CH2:34][CH3:35].C(CCNC(=O)CCC12CCC(C3NC4C(=O)N(CCC)C(=O)N(CCC)C=4N=3)(CC1)CC2)#N.COC(=O)C(NC(C12CCC(C3NC4C(=O)N(CCC)C(=O)N(CCC)C=4N=3)(CC1)CC2)=O)C(O)C.COC(=O)C(NC(C12CCC(C3NC4C(=O)N(CCC)C(=O)N(CCC)C=4N=3)(CC1)CC2)=O)CO. (5) The reactants are: [CH2:1]=O.[Cl:3][C:4]1[CH:5]=[C:6]2[C:11](=[CH:12][CH:13]=1)[CH:10]=[C:9]([S:14]([CH2:17][CH2:18][C:19]([NH:21][NH:22][CH:23]1[CH2:28][CH2:27][N:26]([C:29]3[CH:34]=[CH:33][N:32]=[CH:31][CH:30]=3)[CH2:25][CH2:24]1)=[O:20])(=[O:16])=[O:15])[CH:8]=[CH:7]2. Given the product [ClH:3].[Cl:3][C:4]1[CH:5]=[C:6]2[C:11](=[CH:12][CH:13]=1)[CH:10]=[C:9]([S:14]([CH2:17][CH2:18][C:19]([NH:21][N:22]([CH3:1])[CH:23]1[CH2:28][CH2:27][N:26]([C:29]3[CH:34]=[CH:33][N:32]=[CH:31][CH:30]=3)[CH2:25][CH2:24]1)=[O:20])(=[O:16])=[O:15])[CH:8]=[CH:7]2, predict the reactants needed to synthesize it. (6) Given the product [CH3:1][O:2][C:3]1[CH:4]=[C:5]([CH:21]2[CH2:26][CH2:25][NH:24][CH2:23][CH2:22]2)[CH:6]=[CH:7][C:8]=1[N:9]([CH3:20])[C:10]1[N:15]=[CH:14][C:13]2[N:16]=[CH:17][N:18]([CH3:19])[C:12]=2[CH:11]=1, predict the reactants needed to synthesize it. The reactants are: [CH3:1][O:2][C:3]1[CH:4]=[C:5]([CH:21]2[CH2:26][CH2:25][N:24](C(OC(C)(C)C)=O)[CH2:23][CH2:22]2)[CH:6]=[CH:7][C:8]=1[N:9]([CH3:20])[C:10]1[N:15]=[CH:14][C:13]2[N:16]=[CH:17][N:18]([CH3:19])[C:12]=2[CH:11]=1.FC(F)(F)C(O)=O. (7) Given the product [CH3:1][O:2][C:3]1[C:8]([C:9]2[CH:14]=[CH:13][C:12]([S:15](=[O:18])(=[O:17])[NH2:16])=[CH:11][CH:10]=2)=[CH:7][C:6]([C:19]2[N:23]([CH3:24])[C:22]([C:25]([OH:27])=[O:26])=[CH:21][C:20]=2[CH3:29])=[CH:5][CH:4]=1, predict the reactants needed to synthesize it. The reactants are: [CH3:1][O:2][C:3]1[C:8]([C:9]2[CH:14]=[CH:13][C:12]([S:15](=[O:18])(=[O:17])[NH2:16])=[CH:11][CH:10]=2)=[CH:7][C:6]([C:19]2[N:23]([CH3:24])[C:22]([C:25]([O:27]C)=[O:26])=[CH:21][C:20]=2[CH3:29])=[CH:5][CH:4]=1.[OH-].[Na+]. (8) Given the product [Br:1][CH:2]([CH3:6])[C:3]([O:9][CH2:8][CH2:7][OH:10])=[O:4], predict the reactants needed to synthesize it. The reactants are: [Br:1][CH:2]([CH3:6])[C:3](Cl)=[O:4].[CH2:7]([OH:10])[CH2:8][OH:9].N1C=CC=CC=1.Cl. (9) The reactants are: [CH:1]1([C:4]2[C:5](=[O:11])[CH2:6][CH2:7][C:8]=2[O:9]C)[CH2:3][CH2:2]1.Cl. Given the product [CH:1]1([C:4]2[C:8](=[O:9])[CH2:7][CH2:6][C:5]=2[OH:11])[CH2:3][CH2:2]1, predict the reactants needed to synthesize it.